From a dataset of Reaction yield outcomes from USPTO patents with 853,638 reactions. Predict the reaction yield, written as a fraction of the theoretical maximum amount of product (1.0 means a 100% yield; for example, 0.34 means a 34% yield). (1) No catalyst specified. The product is [C:26]([C:30]1[CH:34]=[C:33]([NH:35][C:36]([NH:22][C:21]2[CH:23]=[CH:24][CH:25]=[C:19]([O:18][C:6]3[C:5]4[C:10](=[CH:11][C:12]([O:13][CH2:14][CH2:15][O:16][CH3:17])=[C:3]([O:2][CH3:1])[CH:4]=4)[N:9]=[CH:8][N:7]=3)[CH:20]=2)=[O:37])[O:32][N:31]=1)([CH3:29])([CH3:27])[CH3:28]. The yield is 0.680. The reactants are [CH3:1][O:2][C:3]1[CH:4]=[C:5]2[C:10](=[CH:11][C:12]=1[O:13][CH2:14][CH2:15][O:16][CH3:17])[N:9]=[CH:8][N:7]=[C:6]2[O:18][C:19]1[CH:20]=[C:21]([CH:23]=[CH:24][CH:25]=1)[NH2:22].[C:26]([C:30]1[CH:34]=[C:33]([NH:35][C:36](=O)[O:37]C2C=CC=CC=2)[O:32][N:31]=1)([CH3:29])([CH3:28])[CH3:27]. (2) The reactants are [C:1]([O:7][CH2:8][CH3:9])(=[O:6])[CH2:2][C:3]([CH3:5])=O.[F:10][C:11]1[C:18]([F:19])=[CH:17][CH:16]=[CH:15][C:12]=1[CH:13]=O.[NH4+:20].[OH-:21]. The catalyst is CCO.C(Cl)Cl. The product is [F:10][C:11]1[C:18]([F:19])=[CH:17][CH:16]=[CH:15][C:12]=1[CH:13]1[C:2]([C:1]([O:7][CH2:8][CH3:9])=[O:6])=[C:3]([CH3:5])[NH:20][C:3]([CH3:5])=[C:2]1[C:1]([O:7][CH2:8][CH3:9])=[O:21]. The yield is 0.690. (3) The reactants are C(OC([N:6]1[CH2:11][CH2:10][C@@H:9]([C:12]2[S:13][CH:14]=[CH:15][CH:16]=2)[C@H:8]([OH:17])[CH2:7]1)=O)C.[OH-].[K+]. The catalyst is C(O)(C)C. The product is [OH:17][C@H:8]1[C@H:9]([C:12]2[S:13][CH:14]=[CH:15][CH:16]=2)[CH2:10][CH2:11][NH:6][CH2:7]1. The yield is 0.651. (4) The reactants are C(O[C:6](=[O:19])[NH:7][C:8]1[S:9][C:10]2[CH:16]=[CH:15][CH:14]=[C:13]([O:17][CH3:18])[C:11]=2[N:12]=1)(C)(C)C.[CH2:20]([NH2:26])C1OC=CC=1.[O:27]1[CH2:32][CH2:31]O[CH2:29][CH2:28]1. No catalyst specified. The product is [O:27]1[CH:32]=[CH:31][CH:29]=[C:28]1[N:26]([CH3:20])[C:6]([NH:7][C:8]1[S:9][C:10]2[CH:16]=[CH:15][CH:14]=[C:13]([O:17][CH3:18])[C:11]=2[N:12]=1)=[O:19]. The yield is 0.920.